From a dataset of Forward reaction prediction with 1.9M reactions from USPTO patents (1976-2016). Predict the product of the given reaction. (1) Given the reactants Br[C:2]1[CH:11]=[C:10]2[C:5]([N:6]=[CH:7][C:8]([N:12]3[CH2:17][CH2:16][N:15]([C:18]([O:20][C:21]([CH3:24])([CH3:23])[CH3:22])=[O:19])[CH2:14][C:13]3=[O:25])=[N:9]2)=[CH:4][CH:3]=1.CC1(C)C(C)(C)OB([C:34]2[CH:35]=[C:36]([NH:40][S:41]([C:44]3[CH:49]=[CH:48][CH:47]=[CH:46][CH:45]=3)(=[O:43])=[O:42])[CH:37]=[N:38][CH:39]=2)O1.C(=O)(O)[O-].[Na+], predict the reaction product. The product is: [O:25]=[C:13]1[N:12]([C:8]2[CH:7]=[N:6][C:5]3[C:10](=[CH:11][C:2]([C:34]4[CH:39]=[N:38][CH:37]=[C:36]([NH:40][S:41]([C:44]5[CH:45]=[CH:46][CH:47]=[CH:48][CH:49]=5)(=[O:43])=[O:42])[CH:35]=4)=[CH:3][CH:4]=3)[N:9]=2)[CH2:17][CH2:16][N:15]([C:18]([O:20][C:21]([CH3:24])([CH3:23])[CH3:22])=[O:19])[CH2:14]1. (2) Given the reactants BrC1C=C(C=CC=1C#N)COC1C=CC=CC=1CC(OC(C)(C)C)=O.[Br:26][C:27]1[CH:32]=[CH:31][C:30]([CH2:33][C:34]([O:36][CH3:37])=[O:35])=[C:29]([OH:38])[CH:28]=1.O[CH2:40][C:41]1[CH:42]=[C:43]([C:47]2[CH:52]=[CH:51][CH:50]=[C:49]([CH2:53][NH:54][C:55](=[O:61])[O:56][C:57]([CH3:60])([CH3:59])[CH3:58])[CH:48]=2)[CH:44]=[CH:45][CH:46]=1, predict the reaction product. The product is: [Br:26][C:27]1[CH:32]=[CH:31][C:30]([CH2:33][C:34]([O:36][CH3:37])=[O:35])=[C:29]([O:38][CH2:40][C:41]2[CH:42]=[C:43]([C:47]3[CH:52]=[CH:51][CH:50]=[C:49]([CH2:53][NH:54][C:55]([O:56][C:57]([CH3:60])([CH3:59])[CH3:58])=[O:61])[CH:48]=3)[CH:44]=[CH:45][CH:46]=2)[CH:28]=1. (3) Given the reactants [CH3:1][C:2]1[N:7]=[C:6]2[S:8][C:9]3[CH2:14][CH2:13][CH2:12][CH2:11][C:10]=3[C:5]2=[C:4]([C:15]2[CH:20]=[CH:19][CH:18]=[CH:17][C:16]=2[Cl:21])[C:3]=1[CH:22]([CH2:27][CH2:28][CH3:29])[C:23]([O:25]C)=[O:24].[OH-].[Na+], predict the reaction product. The product is: [CH3:1][C:2]1[N:7]=[C:6]2[S:8][C:9]3[CH2:14][CH2:13][CH2:12][CH2:11][C:10]=3[C:5]2=[C:4]([C:15]2[CH:20]=[CH:19][CH:18]=[CH:17][C:16]=2[Cl:21])[C:3]=1[CH:22]([CH2:27][CH2:28][CH3:29])[C:23]([OH:25])=[O:24]. (4) Given the reactants [CH:1]1([C:4]2[C:9]([F:10])=[CH:8][N:7]=[C:6]([NH:11][C:12]3[CH:13]=[C:14]([C:19]4[S:23][C:22]([C:24]([OH:34])([C:30]([F:33])([F:32])[F:31])[C:25](OCC)=[O:26])=[N:21][CH:20]=4)[CH:15]=[C:16]([CH3:18])[CH:17]=3)[N:5]=2)[CH2:3][CH2:2]1.CC(C[AlH]CC(C)C)C, predict the reaction product. The product is: [CH:1]1([C:4]2[C:9]([F:10])=[CH:8][N:7]=[C:6]([NH:11][C:12]3[CH:13]=[C:14]([C:19]4[S:23][C:22]([C:24]([OH:34])([C:30]([F:33])([F:32])[F:31])[CH2:25][OH:26])=[N:21][CH:20]=4)[CH:15]=[C:16]([CH3:18])[CH:17]=3)[N:5]=2)[CH2:2][CH2:3]1. (5) Given the reactants Cl[CH2:2][C:3]1[CH:4]=[CH:5][C:6]2[N:10]=[CH:9][N:8]([C:11]3[S:15][C:14]([C:16]([O:18][CH3:19])=[O:17])=[C:13]([O:20][C@@H:21]([C:23]4[CH:28]=[CH:27][CH:26]=[CH:25][C:24]=4[C:29]([F:32])([F:31])[F:30])[CH3:22])[CH:12]=3)[C:7]=2[CH:33]=1.[CH3:34][S-:35].[Na+], predict the reaction product. The product is: [CH3:34][S:35][CH2:2][C:3]1[CH:4]=[CH:5][C:6]2[N:10]=[CH:9][N:8]([C:11]3[S:15][C:14]([C:16]([O:18][CH3:19])=[O:17])=[C:13]([O:20][C@@H:21]([C:23]4[CH:28]=[CH:27][CH:26]=[CH:25][C:24]=4[C:29]([F:32])([F:31])[F:30])[CH3:22])[CH:12]=3)[C:7]=2[CH:33]=1. (6) Given the reactants [CH2:1]([C:3]1[CH:8]=[C:7]([CH3:9])[CH:6]=[C:5]([CH2:10][CH3:11])[C:4]=1[C:12](=[O:17])[C:13]([NH:15][NH2:16])=[O:14])[CH3:2], predict the reaction product. The product is: [CH2:1]([C:3]1[CH:8]=[C:7]([CH3:9])[CH:6]=[C:5]([CH2:10][CH3:11])[C:4]=1[C:12](=[O:17])[C:13]([NH:15][N:16]=[CH:1][CH:3]([CH3:8])[CH3:4])=[O:14])[CH3:2]. (7) Given the reactants C([O:8][C:9]1[CH:14]=[C:13]([O:15]CC2C=CC=CC=2)[C:12]([C:23]2[N:27]([CH2:28][CH2:29][CH2:30][CH3:31])[N:26]=[N:25][N:24]=2)=[CH:11][C:10]=1[C:32]1[CH:37]=[CH:36][CH:35]=[C:34]([C:38](O)=[O:39])[CH:33]=1)C1C=CC=CC=1.[N:41]1([CH:46]2[CH2:51][CH2:50][NH:49][CH2:48][CH2:47]2)[CH2:45][CH2:44][CH2:43][CH2:42]1, predict the reaction product. The product is: [CH2:28]([N:27]1[C:23]([C:12]2[C:13]([OH:15])=[CH:14][C:9]([OH:8])=[C:10]([C:32]3[CH:37]=[CH:36][CH:35]=[C:34]([C:38]([N:49]4[CH2:50][CH2:51][CH:46]([N:41]5[CH2:45][CH2:44][CH2:43][CH2:42]5)[CH2:47][CH2:48]4)=[O:39])[CH:33]=3)[CH:11]=2)=[N:24][N:25]=[N:26]1)[CH2:29][CH2:30][CH3:31]. (8) The product is: [Cl:1][C:2]1[CH:3]=[C:4]2[C:9](=[CH:10][C:11]=1[C:12]([N:66]1[CH2:67][CH2:68][CH2:69][CH2:70][CH:65]1[CH2:63][CH3:64])=[O:14])[N:8]=[CH:7][N:6]=[C:5]2[NH:15][CH:16]([C:18]1[NH:22][C:21]2[CH:23]=[CH:24][C:25]([Cl:27])=[CH:26][C:20]=2[N:19]=1)[CH3:17]. Given the reactants [Cl:1][C:2]1[CH:3]=[C:4]2[C:9](=[CH:10][C:11]=1[C:12]([OH:14])=O)[N:8]=[CH:7][N:6]=[C:5]2[NH:15][CH:16]([C:18]1[NH:22][C:21]2[CH:23]=[CH:24][C:25]([Cl:27])=[CH:26][C:20]=2[N:19]=1)[CH3:17].FC1C(OC(N(C)C)=[N+](C)C)=C(F)C(F)=C(F)C=1F.F[P-](F)(F)(F)(F)F.C(N(C(C)C)CC)(C)C.[CH2:63]([CH:65]1[CH2:70][CH2:69][CH2:68][CH2:67][NH:66]1)[CH3:64], predict the reaction product. (9) Given the reactants [CH2:1]([C:8]1[CH:16]=[CH:15][C:11]([C:12]([OH:14])=O)=[CH:10][CH:9]=1)[C:2]1[CH:7]=[CH:6][CH:5]=[CH:4][CH:3]=1.[CH3:17][O:18][C:19]1[CH:20]=[C:21]([C:27]2([CH2:32][NH2:33])[CH2:31][CH2:30][CH2:29][CH2:28]2)[CH:22]=[CH:23][C:24]=1[O:25][CH3:26].C(N(CC)CC)C.F[P-](F)(F)(F)(F)F.N1(OC(N(C)C)=[N+](C)C)C2N=CC=CC=2N=N1, predict the reaction product. The product is: [CH2:1]([C:8]1[CH:9]=[CH:10][C:11]([C:12]([NH:33][CH2:32][C:27]2([C:21]3[CH:22]=[CH:23][C:24]([O:25][CH3:26])=[C:19]([O:18][CH3:17])[CH:20]=3)[CH2:28][CH2:29][CH2:30][CH2:31]2)=[O:14])=[CH:15][CH:16]=1)[C:2]1[CH:3]=[CH:4][CH:5]=[CH:6][CH:7]=1. (10) Given the reactants [S:1]1[C:5]([C:6]2[C:14]3[C:10](=[CH:11][N:12]([CH2:15][O:16][CH2:17][CH2:18][Si:19]([CH3:22])([CH3:21])[CH3:20])[N:13]=3)[CH:9]=[C:8]([Br:23])[CH:7]=2)=[CH:4][C:3]2[CH:24]=[CH:25][CH:26]=[CH:27][C:2]1=2.[CH2:28]([Li])CCC.CI.[Cl-].[NH4+], predict the reaction product. The product is: [S:1]1[C:5]([C:6]2[C:14]3[C:10](=[C:11]([CH3:28])[N:12]([CH2:15][O:16][CH2:17][CH2:18][Si:19]([CH3:22])([CH3:20])[CH3:21])[N:13]=3)[CH:9]=[C:8]([Br:23])[CH:7]=2)=[CH:4][C:3]2[CH:24]=[CH:25][CH:26]=[CH:27][C:2]1=2.